From a dataset of Forward reaction prediction with 1.9M reactions from USPTO patents (1976-2016). Predict the product of the given reaction. (1) Given the reactants [OH:1][CH:2]1[CH2:5][N:4]([C:6]2[CH:11]=[CH:10][C:9]([C:12](=[O:16])COC)=[CH:8][CH:7]=2)[CH2:3]1.[OH2:17].[OH-].[Li+].Cl, predict the reaction product. The product is: [OH:1][CH:2]1[CH2:3][N:4]([C:6]2[CH:7]=[CH:8][C:9]([C:12]([OH:16])=[O:17])=[CH:10][CH:11]=2)[CH2:5]1. (2) Given the reactants [Cl:1][C:2]1[CH:12]=[CH:11][C:5]([CH:6]([OH:10])[C:7]([OH:9])=[O:8])=[CH:4][CH:3]=1.S(=O)(=O)(O)O.[CH3:18]O, predict the reaction product. The product is: [CH3:18][O:8][C:7](=[O:9])[CH:6]([C:5]1[CH:11]=[CH:12][C:2]([Cl:1])=[CH:3][CH:4]=1)[OH:10].